From a dataset of Reaction yield outcomes from USPTO patents with 853,638 reactions. Predict the reaction yield, written as a fraction of the theoretical maximum amount of product (1.0 means a 100% yield; for example, 0.34 means a 34% yield). (1) The reactants are [CH3:1][O:2][C:3]([C:5]1[S:6][CH:7]=[C:8]([Br:11])[C:9]=1[OH:10])=[O:4].[C:12](=O)([O-])[O-].[K+].[K+].IC. The catalyst is CC(C)=O. The product is [CH3:1][O:2][C:3]([C:5]1[S:6][CH:7]=[C:8]([Br:11])[C:9]=1[O:10][CH3:12])=[O:4]. The yield is 1.00. (2) The reactants are CC/C=C\C/C=C\C/C=C\CCCCCCCCO.[CH2:20]([Br:38])[CH2:21][CH2:22][CH2:23][CH2:24][CH2:25][CH2:26][CH2:27][CH2:28][CH2:29][CH2:30][CH2:31][CH2:32][CH2:33][CH2:34][CH2:35][CH2:36][CH3:37]. No catalyst specified. The product is [Br:38][CH2:20][CH2:21][CH2:22][CH2:23][CH2:24]/[CH:25]=[CH:26]\[CH2:27]/[CH:28]=[CH:29]\[CH2:30]/[CH:31]=[CH:32]\[CH2:33][CH2:34][CH2:35][CH2:36][CH3:37]. The yield is 0.960.